Predict which catalyst facilitates the given reaction. From a dataset of Catalyst prediction with 721,799 reactions and 888 catalyst types from USPTO. (1) Reactant: CC1(C)C(C)(C)OB([C:9]2[CH:10]=[C:11]([CH:28]=[CH:29][CH:30]=2)[C:12]([NH:14][C:15]2[CH:27]=[CH:26][C:18]([C:19]([O:21][C:22]([CH3:25])([CH3:24])[CH3:23])=[O:20])=[CH:17][CH:16]=2)=[O:13])O1.[Br:32][C:33]1[C:34]2[N:35]([N:40]=[CH:41][N:42]=2)[CH:36]=[C:37](I)[CH:38]=1.C(=O)([O-])[O-].[Na+].[Na+]. Product: [Br:32][C:33]1[C:34]2[N:35]([N:40]=[CH:41][N:42]=2)[CH:36]=[C:37]([C:9]2[CH:10]=[C:11]([CH:28]=[CH:29][CH:30]=2)[C:12]([NH:14][C:15]2[CH:27]=[CH:26][C:18]([C:19]([O:21][C:22]([CH3:25])([CH3:23])[CH3:24])=[O:20])=[CH:17][CH:16]=2)=[O:13])[CH:38]=1. The catalyst class is: 70. (2) Reactant: C(Cl)(=O)C(Cl)=O.CS(C)=O.[CH3:11][O:12][C:13]([CH:15]1[CH2:20][CH:19]([OH:21])[CH2:18][CH2:17][N:16]1[C:22]([O:24][C:25]([CH3:28])([CH3:27])[CH3:26])=[O:23])=[O:14].OS([O-])(=O)=O.[Na+]. The catalyst class is: 624. Product: [CH3:11][O:12][C:13]([CH:15]1[CH2:20][C:19](=[O:21])[CH2:18][CH2:17][N:16]1[C:22]([O:24][C:25]([CH3:28])([CH3:27])[CH3:26])=[O:23])=[O:14]. (3) Reactant: [Cl:1][C:2]1[C:3]([NH:13][C:14]2[N:19]=[C:18]([NH:20][CH3:21])[C:17]([C:22]([F:25])([F:24])[F:23])=[CH:16][N:15]=2)=[CH:4][C:5]([O:11][CH3:12])=[C:6]([CH:10]=1)[C:7](O)=[O:8].CN(C(ON1N=NC2C=CC=NC1=2)=[N+](C)C)C.F[P-](F)(F)(F)(F)F.[C:50]([NH:53][NH2:54])(=[O:52])[CH3:51].CCN(C(C)C)C(C)C. Product: [C:50]([NH:53][NH:54][C:7](=[O:8])[C:6]1[CH:10]=[C:2]([Cl:1])[C:3]([NH:13][C:14]2[N:19]=[C:18]([NH:20][CH3:21])[C:17]([C:22]([F:24])([F:23])[F:25])=[CH:16][N:15]=2)=[CH:4][C:5]=1[O:11][CH3:12])(=[O:52])[CH3:51]. The catalyst class is: 4. (4) Reactant: CC1(C)[O:6][C@@H:5]([C@H:7]([NH:11][CH2:12][C:13]2[C:17]3[N:18]=[CH:19][N:20]=[C:21]([OH:22])[C:16]=3[NH:15][CH:14]=2)[CH2:8][S:9][CH3:10])[CH2:4][O:3]1.Cl. Product: [OH:6][C@H:5]([CH2:4][OH:3])[C@H:7]([NH:11][CH2:12][C:13]1[C:17]2[N:18]=[CH:19][NH:20][C:21](=[O:22])[C:16]=2[NH:15][CH:14]=1)[CH2:8][S:9][CH3:10]. The catalyst class is: 5. (5) Reactant: Br[CH2:2][C:3]([C:5]1[CH:10]=[CH:9][C:8]([Cl:11])=[C:7]([Cl:12])[CH:6]=1)=[O:4].C([O-])=[O:14].[Na+]. Product: [OH:14][CH2:2][C:3]([C:5]1[CH:10]=[CH:9][C:8]([Cl:11])=[C:7]([Cl:12])[CH:6]=1)=[O:4]. The catalyst class is: 5. (6) Reactant: Cl.[O:2]1[CH2:6][CH2:5][CH:4]([CH2:7][NH2:8])[CH2:3]1.C(N(CC)CC)C.[O:16]([C:23]1[CH:24]=[C:25]([CH:35]=[CH:36][CH:37]=1)[CH2:26][C:27]1[O:31][N:30]=[C:29]([C:32](O)=[O:33])[CH:28]=1)[C:17]1[CH:22]=[CH:21][CH:20]=[CH:19][CH:18]=1.ON1C2C=CC=CC=2N=N1.Cl.C(N=C=NCCCN(C)C)C.Cl. The catalyst class is: 22. Product: [O:2]1[CH2:6][CH2:5][CH:4]([CH2:7][NH:8][C:32]([C:29]2[CH:28]=[C:27]([CH2:26][C:25]3[CH:35]=[CH:36][CH:37]=[C:23]([O:16][C:17]4[CH:22]=[CH:21][CH:20]=[CH:19][CH:18]=4)[CH:24]=3)[O:31][N:30]=2)=[O:33])[CH2:3]1. (7) Reactant: [Cl:1][C:2]1[CH:7]=[C:6]([N+:8]([O-:10])=[O:9])[C:5]([O:11][CH3:12])=[CH:4][C:3]=1[CH3:13].[Mn]([O-])(=O)(=O)=[O:15].[K+].N1C=CC=CC=1.[OH2:26]. Product: [Cl:1][C:2]1[CH:7]=[C:6]([N+:8]([O-:10])=[O:9])[C:5]([O:11][CH3:12])=[CH:4][C:3]=1[C:13]([OH:15])=[O:26]. The catalyst class is: 228.